Task: Predict which catalyst facilitates the given reaction.. Dataset: Catalyst prediction with 721,799 reactions and 888 catalyst types from USPTO (1) Reactant: [C:1]([O:4][CH2:5][CH2:6][CH2:7][C:8]1[CH:13]=[CH:12][C:11]([Sn](CCCC)(CCCC)CCCC)=[CH:10][C:9]=1[O:27][CH3:28])(=[O:3])[CH3:2].[CH2:29]([N:31]1[CH2:36][CH2:35][N:34]([C:37]2[C:46]3[C:41](=[CH:42][CH:43]=[CH:44][CH:45]=3)[CH:40]=[CH:39][N:38]=2)[CH2:33][CH2:32]1)[CH3:30]. Product: [CH2:29]([N:31]1[CH2:32][CH2:33][N:34]([C:37]2[C:46]3[C:41](=[CH:42][CH:43]=[CH:44][CH:45]=3)[CH:40]=[C:39]([C:11]3[CH:12]=[CH:13][C:8]([CH2:7][CH2:6][CH2:5][O:4][C:1](=[O:3])[CH3:2])=[C:9]([O:27][CH3:28])[CH:10]=3)[N:38]=2)[CH2:35][CH2:36]1)[CH3:30]. The catalyst class is: 113. (2) Reactant: FC(F)(F)C(O)=O.[Cl:8][C:9]1[CH:23]=[CH:22][C:12]([O:13][CH2:14][C:15]([O:17]C(C)(C)C)=[O:16])=[C:11]([CH2:24][N:25]2[CH2:30][CH2:29][NH:28][C@@H:27]([CH2:31][CH3:32])[CH2:26]2)[CH:10]=1.C(=O)(O)[O-].[Na+].[C:38]1([S:44](Cl)(=[O:46])=[O:45])[CH:43]=[CH:42][CH:41]=[CH:40][CH:39]=1. Product: [Cl:8][C:9]1[CH:23]=[CH:22][C:12]([O:13][CH2:14][C:15]([OH:17])=[O:16])=[C:11]([CH2:24][N:25]2[CH2:30][CH2:29][N:28]([S:44]([C:38]3[CH:43]=[CH:42][CH:41]=[CH:40][CH:39]=3)(=[O:46])=[O:45])[C@@H:27]([CH2:31][CH3:32])[CH2:26]2)[CH:10]=1. The catalyst class is: 34. (3) Reactant: [OH:1][CH:2]([C@H:6]1[O:10][C:9]2([CH2:15][CH2:14][CH2:13][CH2:12][CH2:11]2)[O:8][C@H:7]1[CH2:16][O:17][CH2:18][C:19]([O:21][C:22]([CH3:25])([CH3:24])[CH3:23])=[O:20])CCO.I([O-])(=O)(=O)=O. Product: [CH:2]([C@H:6]1[O:10][C:9]2([CH2:15][CH2:14][CH2:13][CH2:12][CH2:11]2)[O:8][C@H:7]1[CH2:16][O:17][CH2:18][C:19]([O:21][C:22]([CH3:25])([CH3:24])[CH3:23])=[O:20])=[O:1]. The catalyst class is: 95. (4) Product: [F:1][C:2]1[C:7]([NH:8][CH2:9][C:10]2[CH:15]=[C:14]([C:16]3[CH:21]=[CH:20][CH:19]=[C:18]([F:22])[CH:17]=3)[CH:13]=[CH:12][C:11]=2[F:23])=[C:6]([F:24])[C:5]([CH3:25])=[CH:4][C:3]=1[O:26][CH2:34][C:35]([O:37][CH:38]([CH3:40])[CH3:39])=[O:36]. The catalyst class is: 3. Reactant: [F:1][C:2]1[C:7]([NH:8][CH2:9][C:10]2[CH:15]=[C:14]([C:16]3[CH:21]=[CH:20][CH:19]=[C:18]([F:22])[CH:17]=3)[CH:13]=[CH:12][C:11]=2[F:23])=[C:6]([F:24])[C:5]([CH3:25])=[CH:4][C:3]=1[OH:26].C([O-])([O-])=O.[Cs+].[Cs+].Br[CH2:34][C:35]([O:37][CH:38]([CH3:40])[CH3:39])=[O:36].O. (5) Reactant: [Cl:1][C:2]1[N:11]=[C:10]([N:12]2[CH2:17][CH2:16][O:15][CH2:14][CH2:13]2)[C:9]2[C:4](=[C:5]3[CH:20]=[CH:19][NH:18][C:6]3=[CH:7][CH:8]=2)[N:3]=1.C([O-])([O-])=O.[Cs+].[Cs+].Cl.[CH3:28][N:29]([CH3:33])[CH2:30][CH2:31]Cl.O. Product: [Cl:1][C:2]1[N:11]=[C:10]([N:12]2[CH2:13][CH2:14][O:15][CH2:16][CH2:17]2)[C:9]2[C:4](=[C:5]3[CH:20]=[CH:19][N:18]([CH2:31][CH2:30][N:29]([CH3:33])[CH3:28])[C:6]3=[CH:7][CH:8]=2)[N:3]=1. The catalyst class is: 3. (6) Reactant: Cl[C:2]1[CH:7]=[CH:6][N:5]=[CH:4][N:3]=1.[C:8]1(/[CH:14]=[CH:15]/B(O)O)[CH:13]=[CH:12][CH:11]=[CH:10][CH:9]=1.[O-]P([O-])([O-])=O.[K+].[K+].[K+].O. Product: [CH:15](/[C:2]1[CH:7]=[CH:6][N:5]=[CH:4][N:3]=1)=[CH:14]\[C:8]1[CH:13]=[CH:12][CH:11]=[CH:10][CH:9]=1. The catalyst class is: 1. (7) Reactant: C([O:8][C:9]1[CH:10]=[CH:11][C:12]([C:16]2[CH2:25][CH2:24][C:19]3([O:23][CH2:22][CH2:21][O:20]3)[CH2:18][CH:17]=2)=[C:13]([OH:15])[CH:14]=1)C1C=CC=CC=1. Product: [O:20]1[C:19]2([CH2:24][CH2:25][CH:16]([C:12]3[CH:11]=[CH:10][C:9]([OH:8])=[CH:14][C:13]=3[OH:15])[CH2:17][CH2:18]2)[O:23][CH2:22][CH2:21]1. The catalyst class is: 63. (8) Reactant: Cl.C[O:3][C:4](=O)[C@H:5]([CH2:7][C:8]1[C:16]2[C:11](=[CH:12][CH:13]=[CH:14][CH:15]=2)[NH:10][CH:9]=1)[NH2:6].[H-].[H-].[H-].[H-].[Li+].[Al+3].O.[OH-].[K+]. Product: [NH2:6][C@H:5]([CH2:4][OH:3])[CH2:7][C:8]1[C:16]2[C:11](=[CH:12][CH:13]=[CH:14][CH:15]=2)[NH:10][CH:9]=1. The catalyst class is: 28.